From a dataset of Full USPTO retrosynthesis dataset with 1.9M reactions from patents (1976-2016). Predict the reactants needed to synthesize the given product. (1) Given the product [C:16]([O:15][C:13]([N:8]1[CH2:9][C@@H:10]([CH3:12])[CH2:11][C@H:7]1[C:5]1[NH:4][CH:3]=[C:2]([C:21]#[C:20][C:22]2[CH:27]=[CH:26][C:25]([C:28]#[C:29][C:2]3[N:6]=[C:5]([C@@H:7]4[CH2:11][C@H:10]([CH3:12])[CH2:9][N:8]4[C:13]([O:15][C:16]([CH3:17])([CH3:19])[CH3:18])=[O:14])[NH:4][CH:3]=3)=[CH:24][CH:23]=2)[N:6]=1)=[O:14])([CH3:19])([CH3:18])[CH3:17], predict the reactants needed to synthesize it. The reactants are: I[C:2]1[NH:6][C:5]([C@@H:7]2[CH2:11][C@H:10]([CH3:12])[CH2:9][N:8]2[C:13]([O:15][C:16]([CH3:19])([CH3:18])[CH3:17])=[O:14])=[N:4][CH:3]=1.[C:20]([C:22]1[CH:27]=[CH:26][C:25]([C:28]#[CH:29])=[CH:24][CH:23]=1)#[CH:21]. (2) Given the product [CH2:36]([N:28]1[CH2:29][C:30](=[O:31])[N:26]([C:23]2[CH:24]=[CH:25][C:20]([O:19][C:13]3[C:12]4[C:17](=[CH:18][C:9]([O:8][CH2:1][C:2]5[CH:7]=[CH:6][CH:5]=[CH:4][CH:3]=5)=[C:10]([O:34][CH3:35])[CH:11]=4)[N:16]=[CH:15][CH:14]=3)=[C:21]([F:33])[CH:22]=2)[C:27]1=[O:32])[C:37]1[CH:42]=[CH:41][CH:40]=[CH:39][CH:38]=1, predict the reactants needed to synthesize it. The reactants are: [CH2:1]([O:8][C:9]1[CH:18]=[C:17]2[C:12]([C:13]([O:19][C:20]3[CH:25]=[CH:24][C:23]([N:26]4[C:30](=[O:31])[CH2:29][NH:28][C:27]4=[O:32])=[CH:22][C:21]=3[F:33])=[CH:14][CH:15]=[N:16]2)=[CH:11][C:10]=1[O:34][CH3:35])[C:2]1[CH:7]=[CH:6][CH:5]=[CH:4][CH:3]=1.[CH2:36](Br)[C:37]1[CH:42]=[CH:41][CH:40]=[CH:39][CH:38]=1.[Li+].C[Si]([N-][Si](C)(C)C)(C)C. (3) The reactants are: [C:1](/[CH:4]=[CH:5]/[C:6]1[CH:11]=[C:10]([O:12][CH3:13])[CH:9]=[CH:8][C:7]=1[CH:14]1[C:22]2[C:17](=[CH:18][CH:19]=[C:20]([O:23][CH2:24][CH2:25][CH3:26])[CH:21]=2)[CH:16]([C:27]2[CH:32]=[CH:31][C:30]3[O:33][CH2:34][O:35][C:29]=3[CH:28]=2)[CH:15]1[C:36]([OH:38])=[O:37])([OH:3])=[O:2]. Given the product [C:1]([CH2:4][CH2:5][C:6]1[CH:11]=[C:10]([O:12][CH3:13])[CH:9]=[CH:8][C:7]=1[CH:14]1[C:22]2[C:17](=[CH:18][CH:19]=[C:20]([O:23][CH2:24][CH2:25][CH3:26])[CH:21]=2)[CH:16]([C:27]2[CH:32]=[CH:31][C:30]3[O:33][CH2:34][O:35][C:29]=3[CH:28]=2)[CH:15]1[C:36]([OH:38])=[O:37])([OH:3])=[O:2], predict the reactants needed to synthesize it.